Predict the reaction yield, written as a fraction of the theoretical maximum amount of product (1.0 means a 100% yield; for example, 0.34 means a 34% yield). From a dataset of Reaction yield outcomes from USPTO patents with 853,638 reactions. (1) The reactants are [CH3:1][N:2]1[CH:6]=[C:5]([NH2:7])[CH:4]=[N:3]1.C(OC([NH:15][C:16]1[S:20][CH:19]=[N:18][C:17]=1[C:21](O)=[O:22])=O)(C)(C)C. No catalyst specified. The yield is 0.320. The product is [NH2:15][C:16]1[S:20][CH:19]=[N:18][C:17]=1[C:21]([NH:7][C:5]1[CH:4]=[N:3][N:2]([CH3:1])[CH:6]=1)=[O:22]. (2) The reactants are [NH:1]1[CH2:6][CH2:5][NH:4][CH2:3]/[C:2]/1=[N:7]/[NH:8][C:9](=O)[C:10]([F:13])([F:12])[F:11].[ClH:15].C(OC)(C)(C)C. The catalyst is CO. The product is [ClH:15].[F:11][C:10]([F:13])([F:12])[C:9]1[N:1]2[CH2:6][CH2:5][NH:4][CH2:3][C:2]2=[N:7][N:8]=1. The yield is 0.907. (3) The reactants are C(Cl)CCl.C1C=NC2N(O)N=NC=2C=1.[NH2:15][C:16]1[CH:17]=[N:18][CH:19]=[CH:20][C:21]=1[C@H:22]1[CH2:27][C@@H:26]([NH:28][C:29](=[O:35])[O:30][C:31]([CH3:34])([CH3:33])[CH3:32])[C@@H:25]([C:36]#[N:37])[C@@H:24]([CH3:38])[CH2:23]1.[F:39][C:40]1[CH:45]=[CH:44][CH:43]=[C:42]([F:46])[C:41]=1[C:47]1[N:52]=[C:51]([C:53]([OH:55])=[O:54])[CH:50]=[CH:49][C:48]=1[F:56]. The catalyst is CN(C=O)C.O. The product is [C:36]([C@H:25]1[C@@H:24]([CH3:38])[CH2:23][C@@H:22]([C:21]2[CH:20]=[CH:19][N:18]=[CH:17][C:16]=2[NH:15][C:53](=[O:54])[C:51]2[CH:50]=[CH:49][C:48]([F:56])=[C:47]([C:41]3[C:40]([F:39])=[CH:45][CH:44]=[CH:43][C:42]=3[F:46])[N:52]=2)[CH2:27][C@H:26]1[NH:28][C:29](=[O:35])[O:30][C:31]([CH3:32])([CH3:33])[CH3:34])#[N:37].[C:36]([C@@H:25]1[C@H:24]([CH3:38])[CH2:23][C@H:22]([C:21]2[CH:20]=[CH:19][N:18]=[CH:17][C:16]=2[NH:15][C:53](=[O:55])[C:51]2[CH:50]=[CH:49][C:48]([F:56])=[C:47]([C:41]3[C:42]([F:46])=[CH:43][CH:44]=[CH:45][C:40]=3[F:39])[N:52]=2)[CH2:27][C@@H:26]1[NH:28][C:29](=[O:35])[O:30][C:31]([CH3:34])([CH3:33])[CH3:32])#[N:37]. The yield is 0.250. (4) The reactants are [C:1]([N:5]([C:29](=[O:38])[C:30]1[CH:35]=[C:34]([CH3:36])[CH:33]=[C:32]([CH3:37])[CH:31]=1)[NH:6][C:7]([C:9]1[CH:27]=[CH:26][C:12]2[O:13][CH2:14][CH:15]([CH2:17][O:18][Si](C(C)(C)C)(C)C)[O:16][C:11]=2[C:10]=1[CH3:28])=[O:8])([CH3:4])([CH3:3])[CH3:2].[F-].C([N+](CCCC)(CCCC)CCCC)CCC. The catalyst is C1COCC1. The product is [C:1]([N:5]([C:29](=[O:38])[C:30]1[CH:31]=[C:32]([CH3:37])[CH:33]=[C:34]([CH3:36])[CH:35]=1)[NH:6][C:7]([C:9]1[CH:27]=[CH:26][C:12]2[O:13][CH2:14][CH:15]([CH2:17][OH:18])[O:16][C:11]=2[C:10]=1[CH3:28])=[O:8])([CH3:4])([CH3:3])[CH3:2]. The yield is 1.00. (5) The reactants are [C:1]1([C:11]2[CH:16]=[CH:15][CH:14]=[CH:13][CH:12]=2)[CH:6]=[CH:5][C:4]([CH2:7][C:8]([OH:10])=O)=[CH:3][CH:2]=1.C(N(C(C)C)CC)(C)C.F[P-](F)(F)(F)(F)F.N1C2C=CC=C(O[P+](N3CCCC3)(N3CCCC3)N3CCCC3)C=2N=N1.C1CN([P+](ON2N=NC3C=CC=CC2=3)(N2CCCC2)N2CCCC2)CC1.F[P-](F)(F)(F)(F)F.Cl.[CH2:93]([O:100][C:101]1[CH:102]=[C:103]([CH:106]=[CH:107][CH:108]=1)[CH2:104][NH2:105])[C:94]1[CH:99]=[CH:98][CH:97]=[CH:96][CH:95]=1.Cl. The catalyst is CN(C)C=O.O. The product is [CH2:93]([O:100][C:101]1[CH:102]=[C:103]([CH:106]=[CH:107][CH:108]=1)[CH2:104][NH:105][C:8](=[O:10])[CH2:7][C:4]1[CH:3]=[CH:2][C:1]([C:11]2[CH:16]=[CH:15][CH:14]=[CH:13][CH:12]=2)=[CH:6][CH:5]=1)[C:94]1[CH:95]=[CH:96][CH:97]=[CH:98][CH:99]=1. The yield is 0.620. (6) The reactants are [CH2:1]1[CH2:12][CH2:11][CH2:10][CH2:9][CH2:8][CH2:7][CH2:6][CH2:5][CH2:4][CH2:3][CH2:2]1.[OH:13]N1[C:18](=O)[C:17]2=[CH:20][CH:21]=[CH:22][CH:23]=[C:16]2[C:15]1=[O:24].O=O. The catalyst is O.O.O.O.C([O-])(=O)C.[Co+2].C([O-])(=O)C.C(O)(=O)C. The product is [C:1]1(=[O:13])[CH2:12][CH2:11][CH2:10][CH2:9][CH2:8][CH2:7][CH2:6][CH2:5][CH2:4][CH2:3][CH2:2]1.[CH:15]1([OH:24])[CH2:16][CH2:23][CH2:22][CH2:21][CH2:20][CH2:17][CH2:18][CH2:3][CH2:2][CH2:1][CH2:12]1. The yield is 0.0660.